Predict the reactants needed to synthesize the given product. From a dataset of Full USPTO retrosynthesis dataset with 1.9M reactions from patents (1976-2016). Given the product [C:57]([O:56][C:54]([C:51]1([CH2:50][CH2:49][CH2:48][CH2:47][C:43]([N+:44]#[C-:45])([S:40]([C:37]2[CH:36]=[CH:35][C:34]([CH3:33])=[CH:39][CH:38]=2)(=[O:42])=[O:41])[CH2:14][CH2:13][CH2:12][CH2:11][C:8]2([C:6]([O:5][C:1]([CH3:2])([CH3:3])[CH3:4])=[O:7])[CH2:10][CH2:9]2)[CH2:53][CH2:52]1)=[O:55])([CH3:60])([CH3:59])[CH3:58], predict the reactants needed to synthesize it. The reactants are: [C:1]([O:5][C:6]([C:8]1([CH2:11][CH2:12][CH2:13][CH2:14]C(=O)[CH2:14][CH2:13][CH2:12][CH2:11][C:8]2([C:6]([O:5][C:1]([CH3:4])([CH3:3])[CH3:2])=[O:7])[CH2:10][CH2:9]2)[CH2:10][CH2:9]1)=[O:7])([CH3:4])([CH3:3])[CH3:2].[H-].[Na+].[CH3:33][C:34]1[CH:39]=[CH:38][C:37]([S:40]([CH2:43][N+:44]#[C-:45])(=[O:42])=[O:41])=[CH:36][CH:35]=1.Br[CH2:47][CH2:48][CH2:49][CH2:50][C:51]1([C:54]([O:56][C:57]([CH3:60])([CH3:59])[CH3:58])=[O:55])[CH2:53][CH2:52]1.